This data is from Forward reaction prediction with 1.9M reactions from USPTO patents (1976-2016). The task is: Predict the product of the given reaction. (1) Given the reactants [CH3:1][C:2]1[CH:14]=[C:13]([CH2:15][NH:16][CH2:17][CH2:18][CH3:19])[CH:12]=[CH:11][C:3]=1[O:4][CH2:5][C:6]([O:8][CH2:9][CH3:10])=[O:7].C(N(CC)C(C)C)(C)C.Cl[C:30]1[C:35]([CH3:36])=[C:34]([C:37]2[CH:42]=[CH:41][C:40]([C:43]([F:46])([F:45])[F:44])=[CH:39][CH:38]=2)[N:33]=[CH:32][N:31]=1, predict the reaction product. The product is: [CH3:1][C:2]1[CH:14]=[C:13]([CH2:15][N:16]([C:30]2[C:35]([CH3:36])=[C:34]([C:37]3[CH:38]=[CH:39][C:40]([C:43]([F:45])([F:46])[F:44])=[CH:41][CH:42]=3)[N:33]=[CH:32][N:31]=2)[CH2:17][CH2:18][CH3:19])[CH:12]=[CH:11][C:3]=1[O:4][CH2:5][C:6]([O:8][CH2:9][CH3:10])=[O:7]. (2) Given the reactants [Cl:1][C:2]1[CH:7]=[CH:6][C:5]([CH3:8])=[CH:4][C:3]=1[NH:9][C:10]1[C:15]([C:16]([N:18]2[CH2:23][CH2:22][CH:21]([C:24]3[CH:29]=[CH:28][C:27]([F:30])=[CH:26][CH:25]=3)[CH2:20][CH2:19]2)=[O:17])=[CH:14][NH:13][C:12](=[O:31])[CH:11]=1.C(=O)([O-])[O-].[K+].[K+].[C:38]([O:42][CH3:43])(=[O:41])[CH:39]=[CH2:40].C(O)(=O)CC(CC(O)=O)(C(O)=O)O, predict the reaction product. The product is: [Cl:1][C:2]1[CH:7]=[CH:6][C:5]([CH3:8])=[CH:4][C:3]=1[NH:9][C:10]1[C:15]([C:16]([N:18]2[CH2:23][CH2:22][CH:21]([C:24]3[CH:25]=[CH:26][C:27]([F:30])=[CH:28][CH:29]=3)[CH2:20][CH2:19]2)=[O:17])=[CH:14][N:13]([CH2:40][CH2:39][C:38]([O:42][CH3:43])=[O:41])[C:12](=[O:31])[CH:11]=1. (3) The product is: [C:47]([C:44]1[CH:45]=[CH:46][C:41]([NH:40][C:32]([NH:19][C:18]2[CH:17]=[CH:16][C:15]([C:12]3[N:11]=[C:10]([N:22]4[CH2:27][CH2:26][O:25][CH2:24][CH2:23]4)[C:9]4[C:14](=[C:5]5[CH:4]=[CH:3][N:2]([CH3:1])[C:6]5=[CH:7][CH:8]=4)[N:13]=3)=[CH:21][CH:20]=2)=[O:38])=[CH:42][CH:43]=1)(=[O:49])[CH3:48]. Given the reactants [CH3:1][N:2]1[C:6]2=[CH:7][CH:8]=[C:9]3[C:14]([N:13]=[C:12]([C:15]4[CH:21]=[CH:20][C:18]([NH2:19])=[CH:17][CH:16]=4)[N:11]=[C:10]3[N:22]3[CH2:27][CH2:26][O:25][CH2:24][CH2:23]3)=[C:5]2[CH:4]=[CH:3]1.ClC(Cl)(O[C:32](=[O:38])OC(Cl)(Cl)Cl)Cl.[NH2:40][C:41]1[CH:46]=[CH:45][C:44]([C:47](=[O:49])[CH3:48])=[CH:43][CH:42]=1, predict the reaction product.